This data is from Forward reaction prediction with 1.9M reactions from USPTO patents (1976-2016). The task is: Predict the product of the given reaction. (1) Given the reactants Cl[CH2:2][CH2:3][CH2:4][O:5][C:6]1[CH:11]=[CH:10][C:9]([N:12]2[C:20]3[C:15](=[CH:16][CH:17]=[CH:18][CH:19]=3)[CH:14]=[C:13]2[CH3:21])=[CH:8][CH:7]=1.[NH:22]1[CH2:26][CH2:25][CH2:24][CH2:23]1.C(=O)([O-])[O-].[K+].[K+].[I-].[K+], predict the reaction product. The product is: [CH3:21][C:13]1[N:12]([C:9]2[CH:10]=[CH:11][C:6]([O:5][CH2:4][CH2:3][CH2:2][N:22]3[CH2:26][CH2:25][CH2:24][CH2:23]3)=[CH:7][CH:8]=2)[C:20]2[C:15]([CH:14]=1)=[CH:16][CH:17]=[CH:18][CH:19]=2. (2) Given the reactants [CH3:1][Si:2]([CH3:10])([CH3:9])[O:3][C:4]([CH3:8])([C:6]#[CH:7])[CH3:5].[Li]CCCC.CON(C)[C:19](=[O:26])[C:20]1[CH:25]=[CH:24][N:23]=[CH:22][CH:21]=1, predict the reaction product. The product is: [CH3:5][C:4]([O:3][Si:2]([CH3:10])([CH3:9])[CH3:1])([CH3:8])[C:6]#[C:7][C:19]([C:20]1[CH:25]=[CH:24][N:23]=[CH:22][CH:21]=1)=[O:26]. (3) Given the reactants [C:1]([O:5][C:6](=[O:24])[NH:7][CH2:8][C:9]1([CH2:18][CH:19]2[O:23][CH2:22][CH2:21][O:20]2)[C:17]2[C:12](=[CH:13][CH:14]=[CH:15][CH:16]=2)[CH2:11][CH2:10]1)([CH3:4])([CH3:3])[CH3:2].IC.[CH3:27][Si]([N-][Si](C)(C)C)(C)C.[Na+], predict the reaction product. The product is: [C:1]([O:5][C:6](=[O:24])[N:7]([CH2:8][C:9]1([CH2:18][CH:19]2[O:23][CH2:22][CH2:21][O:20]2)[C:17]2[C:12](=[CH:13][CH:14]=[CH:15][CH:16]=2)[CH2:11][CH2:10]1)[CH3:27])([CH3:4])([CH3:2])[CH3:3]. (4) Given the reactants [Cl:1][C:2]1[CH:7]=[CH:6][C:5]([CH2:8][NH:9][C:10](=[O:27])[C:11]2[C:16]([CH3:17])=[CH:15][C:14]([N:18]3[CH2:23][CH2:22][O:21][CH2:20][CH2:19]3)=[CH:13][C:12]=2[C:24]([CH3:26])=[CH2:25])=[CH:4][CH:3]=1, predict the reaction product. The product is: [Cl:1][C:2]1[CH:7]=[CH:6][C:5]([CH2:8][NH:9][C:10](=[O:27])[C:11]2[C:16]([CH3:17])=[CH:15][C:14]([N:18]3[CH2:19][CH2:20][O:21][CH2:22][CH2:23]3)=[CH:13][C:12]=2[CH:24]([CH3:25])[CH3:26])=[CH:4][CH:3]=1. (5) Given the reactants [F:1][C:2]1[CH:7]=[C:6](I)[C:5]([CH3:9])=[CH:4][N:3]=1.[S:10]1[CH:14]=[CH:13][C:12]2[CH:15]=[CH:16][CH:17]=[C:18](B3OC(C)(C)C(C)(C)O3)[C:11]1=2.ClCCl.C(=O)([O-])[O-].[Na+].[Na+], predict the reaction product. The product is: [S:10]1[CH:14]=[CH:13][C:12]2[CH:15]=[CH:16][CH:17]=[C:18]([C:6]3[C:5]([CH3:9])=[CH:4][N:3]=[C:2]([F:1])[CH:7]=3)[C:11]1=2. (6) Given the reactants [F:1][C:2]1[CH:36]=[C:35]([NH:37][C:38]([NH:40][C:41](=[O:50])[CH2:42][C:43]2[CH:48]=[CH:47][C:46]([F:49])=[CH:45][CH:44]=2)=[S:39])[CH:34]=[CH:33][C:3]=1[O:4][C:5]1[CH:10]=[CH:9][N:8]=[C:7]2[CH:11]=[C:12]([C:14]3[N:19]=[CH:18][C:17]([CH2:20][N:21]([CH2:29][CH2:30][O:31][CH3:32])C(=O)OC(C)(C)C)=[CH:16][CH:15]=3)[S:13][C:6]=12.Cl.O, predict the reaction product. The product is: [F:1][C:2]1[CH:36]=[C:35]([NH:37][C:38]([NH:40][C:41](=[O:50])[CH2:42][C:43]2[CH:44]=[CH:45][C:46]([F:49])=[CH:47][CH:48]=2)=[S:39])[CH:34]=[CH:33][C:3]=1[O:4][C:5]1[CH:10]=[CH:9][N:8]=[C:7]2[CH:11]=[C:12]([C:14]3[CH:15]=[CH:16][C:17]([CH2:20][NH:21][CH2:29][CH2:30][O:31][CH3:32])=[CH:18][N:19]=3)[S:13][C:6]=12. (7) Given the reactants [N+:1]([N:4]1[C:9](=[O:10])[CH:8]=[CH:7][NH:6][C:5]1=[O:11])([O-:3])=[O:2].N1CCC[CH2:14][CH2:13]1, predict the reaction product. The product is: [CH:13]([C:8]1[C:9](=[O:10])[N:4]([N+:1]([O-:3])=[O:2])[C:5](=[O:11])[NH:6][CH:7]=1)=[CH2:14].